This data is from Catalyst prediction with 721,799 reactions and 888 catalyst types from USPTO. The task is: Predict which catalyst facilitates the given reaction. (1) Reactant: [Cl:1][C:2]1[CH:7]=[CH:6][C:5]([S:8]([N:11]([CH2:18][CH3:19])[C:12]2([C:15](O)=[O:16])[CH2:14][CH2:13]2)(=[O:10])=[O:9])=[CH:4][CH:3]=1.CCOC(OC(OCC)=O)=O.[F:31][C:32]([F:49])([F:48])[O:33][C:34]1[CH:39]=[CH:38][C:37]([C:40]2[CH:45]=[C:44]([CH2:46][NH2:47])[CH:43]=[CH:42][N:41]=2)=[CH:36][CH:35]=1. Product: [Cl:1][C:2]1[CH:3]=[CH:4][C:5]([S:8]([N:11]([CH2:18][CH3:19])[C:12]2([C:15]([NH:47][CH2:46][C:44]3[CH:43]=[CH:42][N:41]=[C:40]([C:37]4[CH:36]=[CH:35][C:34]([O:33][C:32]([F:49])([F:31])[F:48])=[CH:39][CH:38]=4)[CH:45]=3)=[O:16])[CH2:14][CH2:13]2)(=[O:10])=[O:9])=[CH:6][CH:7]=1. The catalyst class is: 1. (2) Reactant: [N+:1]([C:4]1[CH:5]=[C:6]([CH:10]=[CH:11][C:12]=1[CH2:13][CH2:14][CH2:15][CH2:16][CH3:17])[C:7]([OH:9])=[O:8])([O-:3])=[O:2].[C:18](Cl)(=O)[C:19](Cl)=O.C(O)C. Product: [N+:1]([C:4]1[CH:5]=[C:6]([CH:10]=[CH:11][C:12]=1[CH2:13][CH2:14][CH2:15][CH2:16][CH3:17])[C:7]([O:9][CH2:18][CH3:19])=[O:8])([O-:3])=[O:2]. The catalyst class is: 454. (3) Reactant: [NH:1]1[CH:5]=[CH:4][CH:3]=[CH:2]1.C1C=C[C:9]2N(O)N=[N:12][C:10]=2[CH:11]=1. The catalyst class is: 3. Product: [CH:3]([NH:12][CH:10]([CH3:9])[CH3:11])([CH3:4])[CH3:2].[NH:1]1[CH:5]=[CH:4][CH:3]=[CH:2]1. (4) Reactant: C(N(CC)CC)C.[CH:8]([N:21]1[CH2:24][CH:23]([OH:25])[CH2:22]1)([C:15]1[CH:20]=[CH:19][CH:18]=[CH:17][CH:16]=1)[C:9]1[CH:14]=[CH:13][CH:12]=[CH:11][CH:10]=1.S(=O)(=O)=O.N1C=CC=CC=1. Product: [CH:8]([N:21]1[CH2:24][C:23](=[O:25])[CH2:22]1)([C:15]1[CH:20]=[CH:19][CH:18]=[CH:17][CH:16]=1)[C:9]1[CH:10]=[CH:11][CH:12]=[CH:13][CH:14]=1. The catalyst class is: 16. (5) Reactant: [C:1](#[N:5])[CH2:2][C:3]#[N:4].C(=O)([O-])[O-].[K+].[K+].FC(F)(F)S(O[CH2:18][C:19]([F:24])([F:23])[CH:20]([F:22])[F:21])(=O)=O.O. Product: [F:23][C:19]([F:24])([CH:20]([F:22])[F:21])[CH2:18][C:2]([CH2:18][C:19]([F:23])([F:24])[CH:20]([F:21])[F:22])([C:1]#[N:5])[C:3]#[N:4]. The catalyst class is: 9. (6) Reactant: [CH2:1]([N:8]1[CH2:17][CH2:16][C:15]2[N:14]=[C:13](Cl)[CH:12]=[CH:11][C:10]=2[CH2:9]1)[C:2]1[CH:7]=[CH:6][CH:5]=[CH:4][CH:3]=1.[NH:19]1[CH2:23][CH2:22][CH2:21][CH2:20]1.CC(C1C=C(C(C)C)C(C2C=CC=CC=2P(C2CCCCC2)C2CCCCC2)=C(C(C)C)C=1)C.CC(C)([O-])C.[Na+]. Product: [CH2:1]([N:8]1[CH2:17][CH2:16][C:15]2[N:14]=[C:13]([N:19]3[CH2:23][CH2:22][CH2:21][CH2:20]3)[CH:12]=[CH:11][C:10]=2[CH2:9]1)[C:2]1[CH:7]=[CH:6][CH:5]=[CH:4][CH:3]=1. The catalyst class is: 720. (7) Reactant: [F:1][C:2]([F:21])([F:20])[O:3][C:4]1[CH:9]=[CH:8][C:7]([S:10]([N:13]2[CH2:17][CH2:16][C@H:15]([O:18][NH2:19])[CH2:14]2)(=[O:12])=[O:11])=[CH:6][CH:5]=1.ClC([O:25][C:26](Cl)(Cl)Cl)=O.C.[F:31][C:32]1[CH:38]=[CH:37][C:35]([NH2:36])=[CH:34][CH:33]=1.C(N(CC)C(C)C)(C)C. Product: [F:31][C:32]1[CH:38]=[CH:37][C:35]([NH:36][C:26]([NH:19][O:18][C@H:15]2[CH2:16][CH2:17][N:13]([S:10]([C:7]3[CH:6]=[CH:5][C:4]([O:3][C:2]([F:1])([F:20])[F:21])=[CH:9][CH:8]=3)(=[O:11])=[O:12])[CH2:14]2)=[O:25])=[CH:34][CH:33]=1. The catalyst class is: 7. (8) Reactant: Cl[C:2]1[N:3]=[C:4]([NH:28]C2CC2)[C:5]2[C:10]([C:11]3[CH:16]=[CH:15][C:14]([F:17])=[CH:13][CH:12]=3)=[CH:9][N:8](S(C3C=CC(C)=CC=3)(=O)=O)[C:6]=2[N:7]=1.[NH2:32][C:33]1[CH:34]=[C:35]2[C:40](=[CH:41][CH:42]=1)[N:39]([CH3:43])[C:38](=[O:44])[CH2:37][CH2:36]2.C[Si](Cl)(C)C. Product: [NH2:28][C:4]1[C:5]2[C:10]([C:11]3[CH:16]=[CH:15][C:14]([F:17])=[CH:13][CH:12]=3)=[CH:9][NH:8][C:6]=2[N:7]=[C:2]([NH:32][C:33]2[CH:34]=[C:35]3[C:40](=[CH:41][CH:42]=2)[N:39]([CH3:43])[C:38](=[O:44])[CH2:37][CH2:36]3)[N:3]=1. The catalyst class is: 51.